This data is from Forward reaction prediction with 1.9M reactions from USPTO patents (1976-2016). The task is: Predict the product of the given reaction. (1) The product is: [Br:1][C:2]1[CH:7]=[CH:6][C:5]([CH:8]([NH:10][C:12](=[O:13])[O:14][C:15]([CH3:18])([CH3:17])[CH3:16])[CH3:9])=[C:4]([F:11])[CH:3]=1. Given the reactants [Br:1][C:2]1[CH:7]=[CH:6][C:5]([CH:8]([NH2:10])[CH3:9])=[C:4]([F:11])[CH:3]=1.[C:12](O[C:12]([O:14][C:15]([CH3:18])([CH3:17])[CH3:16])=[O:13])([O:14][C:15]([CH3:18])([CH3:17])[CH3:16])=[O:13], predict the reaction product. (2) Given the reactants [H-].[Na+].[CH:3]([O:5][CH2:6][CH3:7])=[O:4].C(O[CH:11](OCC)[CH2:12][C:13](OCC)=O)C.Cl.[C:22]([NH2:25])(=[NH:24])[CH3:23], predict the reaction product. The product is: [CH3:23][C:22]1[N:25]=[CH:11][C:12]([C:3]([O:5][CH2:6][CH3:7])=[O:4])=[CH:13][N:24]=1. (3) Given the reactants [CH2:1]([C@H:8]([CH2:12][C:13]([O:15]C(C)(C)C)=[O:14])[C:9]([OH:11])=O)[C:2]1[CH:7]=[CH:6][CH:5]=[CH:4][CH:3]=1.[CH3:20][O:21][CH2:22][CH2:23][N:24]1[CH:29]=[C:28]([C:30]2[CH:35]=[CH:34][CH:33]=[CH:32][C:31]=2[C:36]2[N:37]=[C:38]([NH:41][CH3:42])[S:39][CH:40]=2)[CH:27]=[CH:26][C:25]1=[O:43].BrC1C=CC(=O)N(CCOC)C=1, predict the reaction product. The product is: [CH2:1]([C@@H:8]([C:9]([N:41]([C:38]1[S:39][CH:40]=[C:36]([C:31]2[CH:32]=[CH:33][CH:34]=[CH:35][C:30]=2[C:28]2[CH:27]=[CH:26][C:25](=[O:43])[N:24]([CH2:23][CH2:22][O:21][CH3:20])[CH:29]=2)[N:37]=1)[CH3:42])=[O:11])[CH2:12][C:13]([OH:15])=[O:14])[C:2]1[CH:3]=[CH:4][CH:5]=[CH:6][CH:7]=1. (4) Given the reactants [NH2:1][C:2]1[NH:7][C:6](=[O:8])[N:5]([CH2:9][CH2:10][CH2:11][CH3:12])[C:4](=[O:13])[CH:3]=1.[N:14]([O-])=[O:15].[Na+], predict the reaction product. The product is: [N:14]([C:3]1[C:4](=[O:13])[N:5]([CH2:9][CH2:10][CH2:11][CH3:12])[C:6](=[O:8])[NH:7][C:2]=1[NH2:1])=[O:15].